This data is from Peptide-MHC class II binding affinity with 134,281 pairs from IEDB. The task is: Regression. Given a peptide amino acid sequence and an MHC pseudo amino acid sequence, predict their binding affinity value. This is MHC class II binding data. The peptide sequence is IKDVLKYRWLNLSAN. The MHC is DRB1_0101 with pseudo-sequence DRB1_0101. The binding affinity (normalized) is 1.00.